From a dataset of Reaction yield outcomes from USPTO patents with 853,638 reactions. Predict the reaction yield, written as a fraction of the theoretical maximum amount of product (1.0 means a 100% yield; for example, 0.34 means a 34% yield). The reactants are Cl.[CH3:2][O:3][C:4]1[CH:5]=[C:6]2[C:11](=[CH:12][CH:13]=1)[CH2:10][NH:9][CH2:8][CH2:7]2.[CH3:14][O:15][C:16]([C:18]1[CH:23]=[CH:22][C:21](B(O)O)=[CH:20][CH:19]=1)=[O:17].N1C=CC=CC=1. The catalyst is C(Cl)Cl.C(Cl)Cl.CO.CC([O-])=O.CC([O-])=O.[Cu+2]. The product is [CH3:2][O:3][C:4]1[CH:5]=[C:6]2[C:11](=[CH:12][CH:13]=1)[CH2:10][N:9]([C:21]1[CH:22]=[CH:23][C:18]([C:16]([O:15][CH3:14])=[O:17])=[CH:19][CH:20]=1)[CH2:8][CH2:7]2. The yield is 0.190.